This data is from Forward reaction prediction with 1.9M reactions from USPTO patents (1976-2016). The task is: Predict the product of the given reaction. Given the reactants Cl[C:2]1[C:7]([CH:8]([CH2:13][CH2:14][CH3:15])[C:9]([O:11][CH3:12])=[O:10])=[C:6]([CH3:16])[N:5]=[C:4]([C:17]2[CH:22]=[CH:21][CH:20]=[CH:19][CH:18]=2)[N:3]=1.C(N(CC)C(C)C)(C)C.[O:32]1[C:36]2[CH:37]=[CH:38][C:39](B3OC(C)(C)C(C)(C)O3)=[CH:40][C:35]=2[CH:34]=[CH:33]1, predict the reaction product. The product is: [O:32]1[C:36]2[CH:37]=[CH:38][C:39]([C:2]3[C:7]([CH:8]([CH2:13][CH2:14][CH3:15])[C:9]([O:11][CH3:12])=[O:10])=[C:6]([CH3:16])[N:5]=[C:4]([C:17]4[CH:22]=[CH:21][CH:20]=[CH:19][CH:18]=4)[N:3]=3)=[CH:40][C:35]=2[CH:34]=[CH:33]1.